Dataset: Full USPTO retrosynthesis dataset with 1.9M reactions from patents (1976-2016). Task: Predict the reactants needed to synthesize the given product. (1) Given the product [CH3:33][N:32]([CH3:34])[C:30]([CH2:29][NH:28][C:23]([C:21]1[CH:20]=[CH:19][C:13]2[N:14]([CH2:15][CH2:16][O:17][CH3:18])[C:10]([NH:9][C:7]3[S:8][C:4]4[CH:3]=[C:2]([Cl:1])[CH:27]=[CH:26][C:5]=4[N:6]=3)=[N:11][C:12]=2[CH:22]=1)=[O:24])=[O:31], predict the reactants needed to synthesize it. The reactants are: [Cl:1][C:2]1[CH:27]=[CH:26][C:5]2[N:6]=[C:7]([NH:9][C:10]3[N:14]([CH2:15][CH2:16][O:17][CH3:18])[C:13]4[CH:19]=[CH:20][C:21]([C:23](O)=[O:24])=[CH:22][C:12]=4[N:11]=3)[S:8][C:4]=2[CH:3]=1.[NH2:28][CH2:29][C:30]([N:32]([CH3:34])[CH3:33])=[O:31].CN(C(ON1N=NC2C=CC=CC1=2)=[N+](C)C)C.F[P-](F)(F)(F)(F)F.CCN(C(C)C)C(C)C. (2) Given the product [F:1][C:2]1[CH:8]=[CH:7][C:5]([NH:6][C:12]2[CH:17]=[CH:16][CH:15]=[CH:14][CH:13]=2)=[CH:4][C:3]=1[N+:9]([O-:11])=[O:10], predict the reactants needed to synthesize it. The reactants are: [F:1][C:2]1[CH:8]=[CH:7][C:5]([NH2:6])=[CH:4][C:3]=1[N+:9]([O-:11])=[O:10].[C:12]1(B(O)O)[CH:17]=[CH:16][CH:15]=[CH:14][CH:13]=1.C(N(CC)CC)C. (3) Given the product [CH2:7]([O:13][C:14]1[CH:21]=[CH:20][C:17](/[CH:18]=[CH:27]/[C:28]([NH:30][C:31]2[CH:39]=[CH:38][CH:37]=[CH:36][C:32]=2[C:33]([OH:35])=[O:34])=[O:29])=[CH:16][C:15]=1[O:22][CH3:23])[CH2:8][CH2:9][CH2:10][C:11]#[CH:12], predict the reactants needed to synthesize it. The reactants are: N1CCCCC1.[CH2:7]([O:13][C:14]1[CH:21]=[CH:20][C:17]([CH:18]=O)=[CH:16][C:15]=1[O:22][CH3:23])[CH2:8][CH2:9][CH2:10][C:11]#[CH:12].C([CH2:27][C:28]([NH:30][C:31]1[CH:39]=[CH:38][CH:37]=[CH:36][C:32]=1[C:33]([OH:35])=[O:34])=[O:29])(O)=O.Cl. (4) Given the product [F:15][CH2:14][CH2:13][CH2:12][N:9]1[C:10]2[C:6](=[CH:5][CH:4]=[CH:3][C:2]=2[CH3:1])[CH:7]=[CH:8]1, predict the reactants needed to synthesize it. The reactants are: [CH3:1][C:2]1[CH:3]=[CH:4][CH:5]=[C:6]2[C:10]=1[NH:9][CH:8]=[CH:7]2.Br[CH2:12][CH2:13][CH2:14][F:15]. (5) Given the product [OH:18]/[N:17]=[C:9](\[NH2:10])/[C:8]1[CH:11]=[CH:12][C:5]([O:4][CH:1]([CH3:3])[CH3:2])=[C:6]([C:13]([F:16])([F:15])[F:14])[CH:7]=1, predict the reactants needed to synthesize it. The reactants are: [CH:1]([O:4][C:5]1[CH:12]=[CH:11][C:8]([C:9]#[N:10])=[CH:7][C:6]=1[C:13]([F:16])([F:15])[F:14])([CH3:3])[CH3:2].[NH2:17][OH:18]. (6) Given the product [F:1][C:2]1[CH:7]=[CH:6][C:5]([CH3:8])=[CH:4][C:3]=1[NH:9][C:10]([NH:12][C:13]1[CH:14]=[CH:15][C:16]([O:17][C:18]2[CH:23]=[CH:22][N:21]=[C:20]([C:24]3[CH:25]=[C:26]([C:29]([NH:31][CH2:32][C:33]([OH:35])=[O:34])=[O:30])[S:27][CH:28]=3)[CH:19]=2)=[CH:37][CH:38]=1)=[O:11], predict the reactants needed to synthesize it. The reactants are: [F:1][C:2]1[CH:7]=[CH:6][C:5]([CH3:8])=[CH:4][C:3]=1[NH:9][C:10]([NH:12][C:13]1[CH:38]=[CH:37][C:16]([O:17][C:18]2[CH:23]=[CH:22][N:21]=[C:20]([C:24]3[CH:25]=[C:26]([C:29]([NH:31][CH2:32][C:33]([O:35]C)=[O:34])=[O:30])[S:27][CH:28]=3)[CH:19]=2)=[CH:15][CH:14]=1)=[O:11].C1COCC1.CO.[OH-].[Na+].Cl. (7) Given the product [Cl:11][C:9]1[CH:8]=[C:7]2[C:3](=[C:2]([Cl:1])[CH:10]=1)[CH2:4][C:5]([CH3:13])=[CH:6]2, predict the reactants needed to synthesize it. The reactants are: [Cl:1][C:2]1[CH:10]=[C:9]([Cl:11])[CH:8]=[C:7]2[C:3]=1[CH2:4][CH:5]([CH3:13])[C:6]2=O.C1COCC1.CO.[BH4-].[Na+].